Dataset: Full USPTO retrosynthesis dataset with 1.9M reactions from patents (1976-2016). Task: Predict the reactants needed to synthesize the given product. (1) Given the product [F:36][C:37]([F:42])([F:41])[C:38]([OH:40])=[O:39].[Cl:34][C:21]1[CH:22]=[C:23]([C:27]2[CH:28]=[CH:29][C:30]([F:33])=[CH:31][CH:32]=2)[CH:24]=[C:25]([Cl:26])[C:20]=1[CH2:19][C@@H:16]1[CH2:17][CH2:18][N:14]([CH:11]2[CH2:12][CH2:13][NH:8][CH2:9][CH2:10]2)[C:15]1=[O:35], predict the reactants needed to synthesize it. The reactants are: C(OC([N:8]1[CH2:13][CH2:12][CH:11]([N:14]2[CH2:18][CH2:17][C@@H:16]([CH2:19][C:20]3[C:25]([Cl:26])=[CH:24][C:23]([C:27]4[CH:32]=[CH:31][C:30]([F:33])=[CH:29][CH:28]=4)=[CH:22][C:21]=3[Cl:34])[C:15]2=[O:35])[CH2:10][CH2:9]1)=O)(C)(C)C.[F:36][C:37]([F:42])([F:41])[C:38]([OH:40])=[O:39]. (2) The reactants are: [Cl:1][C:2]1[C:11]2[C:6](=[CH:7][C:8]([O:20][CH3:21])=[CH:9][C:10]=2[O:12][CH:13]2[CH2:18][CH2:17][N:16]([CH3:19])[CH2:15][CH2:14]2)[N:5]=[CH:4][N:3]=1.[Cl:22][C:23]1[CH:32]=[CH:31][CH:30]=[C:29]2[C:24]=1[CH:25]=[CH:26][CH:27]=[C:28]2[NH2:33].Cl. Given the product [ClH:1].[ClH:22].[Cl:22][C:23]1[CH:32]=[CH:31][CH:30]=[C:29]2[C:24]=1[CH:25]=[CH:26][CH:27]=[C:28]2[NH:33][C:2]1[C:11]2[C:6](=[CH:7][C:8]([O:20][CH3:21])=[CH:9][C:10]=2[O:12][CH:13]2[CH2:18][CH2:17][N:16]([CH3:19])[CH2:15][CH2:14]2)[N:5]=[CH:4][N:3]=1, predict the reactants needed to synthesize it. (3) Given the product [Br:2][C:3]1[C:4]([I:23])=[C:5]2[N:11]=[C:10]([C:12]3[CH:21]=[CH:20][C:15]([C:16]([O:18][CH3:19])=[O:17])=[CH:14][CH:13]=3)[NH:9][C:6]2=[N:7][CH:8]=1, predict the reactants needed to synthesize it. The reactants are: Cl.[Br:2][C:3]1[C:4](Cl)=[C:5]2[N:11]=[C:10]([C:12]3[CH:21]=[CH:20][C:15]([C:16]([O:18][CH3:19])=[O:17])=[CH:14][CH:13]=3)[NH:9][C:6]2=[N:7][CH:8]=1.[I-:23].[Na+].[O-]S([O-])(=S)=O.[Na+].[Na+]. (4) Given the product [Cl:1][C:2]1[N:3]=[C:4]([O:11][CH3:12])[C:5]2[CH:10]=[CH:9][N:8]([C:20]3[CH:21]=[CH:22][C:17]([C:15]([O:14][CH3:13])=[O:16])=[CH:18][CH:19]=3)[C:6]=2[N:7]=1, predict the reactants needed to synthesize it. The reactants are: [Cl:1][C:2]1[N:3]=[C:4]([O:11][CH3:12])[C:5]2[CH:10]=[CH:9][NH:8][C:6]=2[N:7]=1.[CH3:13][O:14][C:15]([C:17]1[CH:22]=[CH:21][C:20](B(O)O)=[CH:19][CH:18]=1)=[O:16].C(N(CC)CC)C. (5) Given the product [Cl:1][C:2]1[N:3]=[C:4]([N:11]2[CH2:16][CH2:15][O:14][CH2:13][CH2:12]2)[C:5]2[S:10][C:9]([CH:31]=[O:32])=[CH:8][C:6]=2[N:7]=1, predict the reactants needed to synthesize it. The reactants are: [Cl:1][C:2]1[N:3]=[C:4]([N:11]2[CH2:16][CH2:15][O:14][CH2:13][CH2:12]2)[C:5]2[S:10][CH:9]=[CH:8][C:6]=2[N:7]=1.C([Li])CCC.CCCCCC.CN([CH:31]=[O:32])C. (6) Given the product [Br:28][C:29]1[CH:30]=[C:31]2[C:36](=[CH:37][C:38]=1[O:39][CH3:40])[N:35]=[C:34]([O:41][CH2:42][CH3:43])[CH:33]=[C:32]2[O:11][C@H:12]1[CH2:16][N:15]([C:17]([O:19][C:20]([CH3:21])([CH3:22])[CH3:23])=[O:18])[C@H:14]([C:24]([O:26][CH3:27])=[O:25])[CH2:13]1, predict the reactants needed to synthesize it. The reactants are: BrC1C=CC(S([O:11][C@@H:12]2[CH2:16][N:15]([C:17]([O:19][C:20]([CH3:23])([CH3:22])[CH3:21])=[O:18])[C@H:14]([C:24]([O:26][CH3:27])=[O:25])[CH2:13]2)(=O)=O)=CC=1.[Br:28][C:29]1[CH:30]=[C:31]2[C:36](=[CH:37][C:38]=1[O:39][CH3:40])[N:35]=[C:34]([O:41][CH2:42][CH3:43])[CH:33]=[C:32]2O.C(=O)([O-])[O-].[Cs+].[Cs+]. (7) Given the product [CH2:45]([NH:47][C:22](=[O:24])[C@@H:21]([NH:20][C:18](=[O:19])[O:17][C:13]([CH3:14])([CH3:15])[CH3:16])[CH2:25][CH:26]1[CH2:31][CH2:30][CH2:29][CH2:28][CH2:27]1)[CH2:44][CH2:43][CH3:42], predict the reactants needed to synthesize it. The reactants are: CCN=C=NCCCN(C)C.Cl.[C:13]([O:17][C:18]([NH:20][C@@H:21]([CH2:25][CH:26]1[CH2:31][CH2:30][CH2:29][CH2:28][CH2:27]1)[C:22]([OH:24])=O)=[O:19])([CH3:16])([CH3:15])[CH3:14].C(N(C(C)C)CC)(C)C.C1[CH:42]=[CH:43][C:44]2N(O)N=[N:47][C:45]=2C=1.C(N)CCC.